From a dataset of Reaction yield outcomes from USPTO patents with 853,638 reactions. Predict the reaction yield, written as a fraction of the theoretical maximum amount of product (1.0 means a 100% yield; for example, 0.34 means a 34% yield). (1) The reactants are [CH3:1][S:2][CH:3]([C:5]1[CH:6]=[CH:7][C:8]([C:11]([Cl:14])([Cl:13])[Cl:12])=[N:9][CH:10]=1)[CH3:4].[N:15]#[C:16][NH2:17].C(O)(=O)C.C(O)(=O)C.IC1C=CC=CC=1. The catalyst is C1COCC1. The product is [CH3:1][S:2]([CH:3]([C:5]1[CH:10]=[N:9][C:8]([C:11]([Cl:14])([Cl:13])[Cl:12])=[CH:7][CH:6]=1)[CH3:4])=[N:17][C:16]#[N:15]. The yield is 0.400. (2) The reactants are [Cl:1][C:2]1[N:7]2[N:8]=[C:9]([C:31]3[CH:36]=[CH:35][C:34]([F:37])=[CH:33][CH:32]=3)[C:10]([C:11]3[CH:16]=[C:15]([CH2:17][O:18]C4CCCCO4)[N:14]=[C:13]([NH:25][CH:26]4[CH2:30][CH2:29][CH2:28][CH2:27]4)[N:12]=3)=[C:6]2[CH:5]=[CH:4][CH:3]=1.Cl. The catalyst is O1CCCC1. The product is [Cl:1][C:2]1[N:7]2[N:8]=[C:9]([C:31]3[CH:36]=[CH:35][C:34]([F:37])=[CH:33][CH:32]=3)[C:10]([C:11]3[N:12]=[C:13]([NH:25][CH:26]4[CH2:30][CH2:29][CH2:28][CH2:27]4)[N:14]=[C:15]([CH2:17][OH:18])[CH:16]=3)=[C:6]2[CH:5]=[CH:4][CH:3]=1. The yield is 0.820. (3) The reactants are [NH2:1][C@H:2]([C:4]([N:6]1[C:12](=[O:13])[CH:11]([CH3:14])[C:10]2[CH:15]=[CH:16][CH:17]=[CH:18][C:9]=2[C:8]2[C:19]([NH2:23])=[CH:20][CH:21]=[CH:22][C:7]1=2)=[O:5])[CH3:3].N1C=CC=CC=1.[CH2:30]([S:38](Cl)(=[O:40])=[O:39])[CH2:31][CH2:32][CH2:33][CH2:34][CH2:35][CH2:36][CH3:37]. The catalyst is CN(C=O)C. The product is [CH2:30]([S:38]([NH:1][C@H:2]([C:4]([N:6]1[C:12](=[O:13])[CH:11]([CH3:14])[C:10]2[CH:15]=[CH:16][CH:17]=[CH:18][C:9]=2[C:8]2[C:19]([NH2:23])=[CH:20][CH:21]=[CH:22][C:7]1=2)=[O:5])[CH3:3])(=[O:40])=[O:39])[CH2:31][CH2:32][CH2:33][CH2:34][CH2:35][CH2:36][CH3:37]. The yield is 0.340. (4) The reactants are [OH-].[Na+].C[O:4][C:5](=[O:39])[CH2:6][CH2:7][C:8]1[CH:13]=[CH:12][C:11]([O:14][CH2:15][CH2:16][C@@H:17]([O:19][C:20]2[C:25]([C:26](=[O:33])[C:27]3[CH:32]=[CH:31][CH:30]=[CH:29][CH:28]=3)=[CH:24][C:23]([C:34]([F:37])([F:36])[F:35])=[CH:22][N:21]=2)[CH3:18])=[CH:10][C:9]=1[CH3:38].Cl. The catalyst is CO. The product is [C:26]([C:25]1[C:20]([O:19][C@@H:17]([CH3:18])[CH2:16][CH2:15][O:14][C:11]2[CH:12]=[CH:13][C:8]([CH2:7][CH2:6][C:5]([OH:39])=[O:4])=[C:9]([CH3:38])[CH:10]=2)=[N:21][CH:22]=[C:23]([C:34]([F:37])([F:36])[F:35])[CH:24]=1)(=[O:33])[C:27]1[CH:32]=[CH:31][CH:30]=[CH:29][CH:28]=1. The yield is 0.950. (5) The reactants are [C:1]([CH2:8][N:9]1[CH2:22][CH2:21][CH2:20][N:19]2[CH2:23][CH:24]([CH2:26][C:27]3[CH:32]=[CH:31][C:30]([N+:33]([O-])=O)=[CH:29][CH:28]=3)[CH2:25][N:12]([CH2:13][CH2:14][CH2:15][N:16]([CH2:36][C:37]([O:39][C:40]([CH3:43])([CH3:42])[CH3:41])=[O:38])[CH2:17][CH2:18]2)[CH2:11][CH2:10]1)([O:3][C:4]([CH3:7])([CH3:6])[CH3:5])=[O:2]. The catalyst is C(O)C.[Pd]. The product is [C:37]([CH2:36][N:16]1[CH2:15][CH2:14][CH2:13][N:12]2[CH2:25][CH:24]([CH2:26][C:27]3[CH:32]=[CH:31][C:30]([NH2:33])=[CH:29][CH:28]=3)[CH2:23][N:19]([CH2:20][CH2:21][CH2:22][N:9]([CH2:8][C:1]([O:3][C:4]([CH3:7])([CH3:6])[CH3:5])=[O:2])[CH2:10][CH2:11]2)[CH2:18][CH2:17]1)([O:39][C:40]([CH3:42])([CH3:41])[CH3:43])=[O:38]. The yield is 0.970.